Dataset: Forward reaction prediction with 1.9M reactions from USPTO patents (1976-2016). Task: Predict the product of the given reaction. (1) Given the reactants [OH:1][C:2]1[CH:3]=[N:4][CH:5]=[CH:6][CH:7]=1.C(=O)([O-])[O-].[Cs+].[Cs+].Br[C:15]1[CH:22]=[CH:21][C:18]([C:19]#[N:20])=[CH:17][CH:16]=1, predict the reaction product. The product is: [N:4]1[CH:5]=[CH:6][CH:7]=[C:2]([O:1][C:15]2[CH:22]=[CH:21][C:18]([C:19]#[N:20])=[CH:17][CH:16]=2)[CH:3]=1. (2) The product is: [CH:15]1([N:6]2[C:7]3[C:3](=[C:2]([CH3:1])[CH:10]=[C:9]([NH2:11])[CH:8]=3)[CH:4]=[N:5]2)[CH2:18][CH2:17][CH2:16]1.[CH:15]1([N:5]2[CH:4]=[C:3]3[C:7]([CH:8]=[C:9]([NH2:11])[CH:10]=[C:2]3[CH3:1])=[N:6]2)[CH2:18][CH2:17][CH2:16]1. Given the reactants [CH3:1][C:2]1[CH:10]=[C:9]([N+:11]([O-])=O)[CH:8]=[C:7]2[C:3]=1[CH:4]=[N:5][NH:6]2.Br[CH:15]1[CH2:18][CH2:17][CH2:16]1, predict the reaction product. (3) Given the reactants [C:1]([C:3]1[CH:8]=[CH:7][CH:6]=[CH:5][N:4]=1)#[N:2].[Na].[Cl:10][C:11]1[CH:12]=[C:13]([CH:18]=[CH:19][CH:20]=1)[C:14]([NH:16][NH2:17])=O, predict the reaction product. The product is: [N:4]1[CH:5]=[CH:6][CH:7]=[CH:8][C:3]=1[C:1]1[N:2]=[C:14]([C:13]2[CH:18]=[CH:19][CH:20]=[C:11]([Cl:10])[CH:12]=2)[NH:16][N:17]=1. (4) Given the reactants [CH3:1][O:2][C:3]1[CH:12]=[C:11]2[C:6]([CH:7]=[CH:8][C:9](=[O:16])[N:10]2[CH2:13][CH:14]=O)=[N:5][CH:4]=1.[OH:17][C@H:18]1[CH2:22][NH:21][CH2:20][C@H:19]1[CH2:23][NH:24][C:25](=[O:34])[O:26][CH2:27][C:28]1[CH:33]=[CH:32][CH:31]=[CH:30][CH:29]=1.C(N(CC)CC)C.[BH-](OC(C)=O)(OC(C)=O)OC(C)=O.[Na+], predict the reaction product. The product is: [OH:17][C@H:18]1[CH2:22][N:21]([CH2:14][CH2:13][N:10]2[C:11]3[C:6](=[N:5][CH:4]=[C:3]([O:2][CH3:1])[CH:12]=3)[CH:7]=[CH:8][C:9]2=[O:16])[CH2:20][C@H:19]1[CH2:23][NH:24][C:25](=[O:34])[O:26][CH2:27][C:28]1[CH:33]=[CH:32][CH:31]=[CH:30][CH:29]=1. (5) Given the reactants [CH2:1]([NH:8][C:9]1([CH2:15][C:16]([OH:18])=O)[CH2:12][S:11](=[O:14])(=[O:13])[CH2:10]1)[C:2]1[CH:7]=[CH:6][CH:5]=[CH:4][CH:3]=1.C1N=C[N:21](C(N2C=NC=C2)=O)C=1.N, predict the reaction product. The product is: [CH2:1]([NH:8][C:9]1([CH2:15][C:16]([NH2:21])=[O:18])[CH2:12][S:11](=[O:14])(=[O:13])[CH2:10]1)[C:2]1[CH:7]=[CH:6][CH:5]=[CH:4][CH:3]=1.